From a dataset of Forward reaction prediction with 1.9M reactions from USPTO patents (1976-2016). Predict the product of the given reaction. (1) Given the reactants [F:1][C:2]1[CH:7]=[CH:6][C:5]([C:8]([C:13]2[CH:18]=[CH:17][C:16]([F:19])=[CH:15][CH:14]=2)([OH:12])[C:9]([OH:11])=O)=[CH:4][CH:3]=1.[NH2:20][CH2:21][CH2:22][CH2:23][N:24]1[CH2:29][CH2:28][CH:27]([C:30]2[CH:31]=[C:32]([NH:36][C:37](=[O:41])[CH:38]([CH3:40])[CH3:39])[CH:33]=[N:34][CH:35]=2)[CH2:26][CH2:25]1, predict the reaction product. The product is: [F:19][C:16]1[CH:17]=[CH:18][C:13]([C:8]([C:5]2[CH:4]=[CH:3][C:2]([F:1])=[CH:7][CH:6]=2)([OH:12])[C:9]([NH:20][CH2:21][CH2:22][CH2:23][N:24]2[CH2:29][CH2:28][CH:27]([C:30]3[CH:31]=[C:32]([NH:36][C:37](=[O:41])[CH:38]([CH3:39])[CH3:40])[CH:33]=[N:34][CH:35]=3)[CH2:26][CH2:25]2)=[O:11])=[CH:14][CH:15]=1. (2) Given the reactants [F:1][C:2]1[N:7]=[C:6]2[C:8]([CH3:11])=[CH:9][NH:10][C:5]2=[CH:4][CH:3]=1.[H-].[Na+].C[N:15](C=O)C, predict the reaction product. The product is: [F:1][C:2]1[N:7]=[C:6]2[C:8]([CH3:11])=[CH:9][N:10]([NH2:15])[C:5]2=[CH:4][CH:3]=1. (3) Given the reactants [OH:1][CH2:2][CH2:3][N:4]([CH3:32])[C:5]1[CH:10]=[C:9]([CH:11]2[CH2:16][CH2:15][N:14](C(OC(C)(C)C)=O)[CH2:13][CH2:12]2)[CH:8]=[C:7]([NH:24][C:25]2[CH:30]=[C:29]([CH3:31])[CH:28]=[CH:27][N:26]=2)[N:6]=1.Cl.O1CCOCC1, predict the reaction product. The product is: [CH3:32][N:4]([C:5]1[CH:10]=[C:9]([CH:11]2[CH2:16][CH2:15][NH:14][CH2:13][CH2:12]2)[CH:8]=[C:7]([NH:24][C:25]2[CH:30]=[C:29]([CH3:31])[CH:28]=[CH:27][N:26]=2)[N:6]=1)[CH2:3][CH2:2][OH:1]. (4) Given the reactants [CH3:1][C:2]1[CH:3]=[C:4]([CH:7]=[C:8]([C:10]([F:13])([F:12])[F:11])[CH:9]=1)[C:5]#[N:6].CC#N.CC(N=NC(C#N)(C)C)(C#N)C.C1C(=O)N([Br:36])C(=O)C1, predict the reaction product. The product is: [Br:36][CH2:1][C:2]1[CH:3]=[C:4]([CH:7]=[C:8]([C:10]([F:11])([F:12])[F:13])[CH:9]=1)[C:5]#[N:6].